Dataset: Forward reaction prediction with 1.9M reactions from USPTO patents (1976-2016). Task: Predict the product of the given reaction. (1) Given the reactants [NH:1]1[CH2:6][CH2:5][CH:4]([C:7]2[CH:15]=[CH:14][CH:13]=[C:12]3[C:8]=2[CH2:9][C:10](=[O:16])[NH:11]3)[CH2:3][CH2:2]1.[CH:17]([C:19]1[NH:20][C:21]([CH3:39])=[C:22]([S:29]([C:32]2[CH:37]=[CH:36][C:35]([CH3:38])=[CH:34][CH:33]=2)(=[O:31])=[O:30])[C:23]=1[CH2:24][CH2:25][C:26]([OH:28])=[O:27])=O.N1CCCCC1, predict the reaction product. The product is: [CH3:39][C:21]1[NH:20][C:19](/[CH:17]=[C:9]2\[C:10](=[O:16])[NH:11][C:12]3[C:8]\2=[C:7]([CH:4]2[CH2:3][CH2:2][NH:1][CH2:6][CH2:5]2)[CH:15]=[CH:14][CH:13]=3)=[C:23]([CH2:24][CH2:25][C:26]([OH:28])=[O:27])[C:22]=1[S:29]([C:32]1[CH:37]=[CH:36][C:35]([CH3:38])=[CH:34][CH:33]=1)(=[O:31])=[O:30]. (2) Given the reactants [CH:1]([S:5][C:6]1[CH:7]=[C:8]([OH:12])[CH:9]=[CH:10][CH:11]=1)([CH2:3][CH3:4])[CH3:2].[CH2:13]=[O:14].[Mg+2].[Cl-].[Cl-].Cl, predict the reaction product. The product is: [CH:1]([S:5][C:6]1[CH:11]=[CH:10][C:9]([CH:13]=[O:14])=[C:8]([OH:12])[CH:7]=1)([CH2:3][CH3:4])[CH3:2]. (3) Given the reactants C(Cl)(=O)C(Cl)=O.[Br:7][C:8]1[CH:16]=[CH:15][CH:14]=[C:13]2[C:9]=1[CH:10]=[C:11]([C:17]([OH:19])=O)[NH:12]2.[NH3:20], predict the reaction product. The product is: [Br:7][C:8]1[CH:16]=[CH:15][CH:14]=[C:13]2[C:9]=1[CH:10]=[C:11]([C:17]([NH2:20])=[O:19])[NH:12]2. (4) The product is: [Cl:1][C:2]1[CH:10]=[C:9]2[C:5]([C:6]([C:11]([N:13]3[CH2:18][CH2:17][CH:16]([C:19]4[CH:24]=[CH:23][CH:22]=[CH:21][C:20]=4[O:25][CH3:26])[CH2:15][CH2:14]3)=[O:12])=[CH:7][N:8]2[CH2:28][CH2:29][NH:30][CH3:31])=[CH:4][CH:3]=1. Given the reactants [Cl:1][C:2]1[CH:10]=[C:9]2[C:5]([C:6]([C:11]([N:13]3[CH2:18][CH2:17][CH:16]([C:19]4[CH:24]=[CH:23][CH:22]=[CH:21][C:20]=4[O:25][CH3:26])[CH2:15][CH2:14]3)=[O:12])=[CH:7][NH:8]2)=[CH:4][CH:3]=1.Cl[CH2:28][CH2:29][NH:30][CH3:31], predict the reaction product. (5) The product is: [NH:1]1[C:2]2[CH:7]=[CH:6][CH:5]=[CH:4][C:3]=2[N:8]=[C:26]1[C:17]1[CH:18]=[CH:19][CH:20]=[C:21]2[C:16]=1[C:15]1[CH:14]=[CH:13][C:12]([N+:9]([O-:11])=[O:10])=[CH:24][C:23]=1[C:22]2=[O:25]. Given the reactants [NH2:1][C:2]1[CH:7]=[CH:6][CH:5]=[CH:4][C:3]=1[NH-:8].[N+:9]([C:12]1[CH:24]=[C:23]2[C:15]([C:16]3[C:17]([C:26](O)=O)=[CH:18][CH:19]=[CH:20][C:21]=3[C:22]2=[O:25])=[CH:14][CH:13]=1)([O-:11])=[O:10], predict the reaction product.